This data is from Full USPTO retrosynthesis dataset with 1.9M reactions from patents (1976-2016). The task is: Predict the reactants needed to synthesize the given product. (1) Given the product [O:32]=[C:28]1[CH2:29][CH2:30][CH2:31][N:27]1[C:2]1[N:7]=[CH:6][C:5]([O:8][C:9]2[CH:26]=[CH:25][C:12]3[CH2:13][CH2:14][N:15]([C:18]([O:20][C:21]([CH3:24])([CH3:23])[CH3:22])=[O:19])[CH2:16][CH2:17][C:11]=3[CH:10]=2)=[CH:4][CH:3]=1, predict the reactants needed to synthesize it. The reactants are: Cl[C:2]1[N:7]=[CH:6][C:5]([O:8][C:9]2[CH:26]=[CH:25][C:12]3[CH2:13][CH2:14][N:15]([C:18]([O:20][C:21]([CH3:24])([CH3:23])[CH3:22])=[O:19])[CH2:16][CH2:17][C:11]=3[CH:10]=2)=[CH:4][CH:3]=1.[NH:27]1[CH2:31][CH2:30][CH2:29][C:28]1=[O:32].CC1(C)C2C(=C(P(C3C=CC=CC=3)C3C=CC=CC=3)C=CC=2)OC2C(P(C3C=CC=CC=3)C3C=CC=CC=3)=CC=CC1=2.C(=O)([O-])[O-].[Cs+].[Cs+]. (2) Given the product [Br:18][C:15]1[CH:16]=[CH:17][C:12]([S:9]([NH:8][C@H:5]2[CH2:6][CH2:7][C@H:2]([NH:1][C:25]3[N:34]=[C:33]([N:35]([CH3:37])[CH3:36])[C:32]4[C:27](=[CH:28][CH:29]=[CH:30][CH:31]=4)[N:26]=3)[CH2:3][CH2:4]2)(=[O:11])=[O:10])=[C:13]([O:19][C:20]([F:22])([F:23])[F:21])[CH:14]=1, predict the reactants needed to synthesize it. The reactants are: [NH2:1][C@H:2]1[CH2:7][CH2:6][C@H:5]([NH:8][S:9]([C:12]2[CH:17]=[CH:16][C:15]([Br:18])=[CH:14][C:13]=2[O:19][C:20]([F:23])([F:22])[F:21])(=[O:11])=[O:10])[CH2:4][CH2:3]1.Cl[C:25]1[N:34]=[C:33]([N:35]([CH3:37])[CH3:36])[C:32]2[C:27](=[CH:28][CH:29]=[CH:30][CH:31]=2)[N:26]=1. (3) The reactants are: [O:1]1[C:3]2([CH2:7][CH2:6][N:5]([C:8]3[N:13]=[C:12]4[N:14]([CH2:17][C:18]5[CH:19]=[C:20]6[C:25](=[CH:26][CH:27]=5)[N:24]=[CH:23][CH:22]=[CH:21]6)[N:15]=[N:16][C:11]4=[N:10][CH:9]=3)[CH2:4]2)[CH2:2]1.CO.[CH3:30][NH2:31].[I-].[K+]. Given the product [CH3:30][NH:31][CH2:2][C:3]1([OH:1])[CH2:7][CH2:6][N:5]([C:8]2[N:13]=[C:12]3[N:14]([CH2:17][C:18]4[CH:19]=[C:20]5[C:25](=[CH:26][CH:27]=4)[N:24]=[CH:23][CH:22]=[CH:21]5)[N:15]=[N:16][C:11]3=[N:10][CH:9]=2)[CH2:4]1, predict the reactants needed to synthesize it. (4) Given the product [CH:1]1([NH:4][CH2:23][C:22]2[CH:21]=[C:20]([C:17]3[CH:18]=[CH:19][C:14]4[O:13][N:12]=[C:11]([NH:10][CH2:5][C:6]([CH3:8])([CH3:7])[CH3:9])[C:15]=4[CH:16]=3)[CH:27]=[CH:26][CH:25]=2)[CH2:3][CH2:2]1, predict the reactants needed to synthesize it. The reactants are: [CH:1]1([NH2:4])[CH2:3][CH2:2]1.[CH2:5]([NH:10][C:11]1[C:15]2[CH:16]=[C:17]([C:20]3[CH:21]=[C:22]([CH:25]=[CH:26][CH:27]=3)[CH:23]=O)[CH:18]=[CH:19][C:14]=2[O:13][N:12]=1)[C:6]([CH3:9])([CH3:8])[CH3:7].[H-].C(B)#N.[Na+].C(=O)([O-])O.[Na+]. (5) Given the product [N:20]1([C:25]2[CH:32]=[CH:31][C:28]([CH2:29][N:4]3[CH2:3][CH2:2][N:1]([C:7]4[CH:8]=[CH:9][C:10]5[N:11]([C:13]([C:16]([F:17])([F:18])[F:19])=[N:14][N:15]=5)[N:12]=4)[CH2:6][CH2:5]3)=[CH:27][CH:26]=2)[CH2:21][CH2:22][CH2:23][CH2:24]1, predict the reactants needed to synthesize it. The reactants are: [N:1]1([C:7]2[CH:8]=[CH:9][C:10]3[N:11]([C:13]([C:16]([F:19])([F:18])[F:17])=[N:14][N:15]=3)[N:12]=2)[CH2:6][CH2:5][NH:4][CH2:3][CH2:2]1.[N:20]1([C:25]2[CH:32]=[CH:31][C:28]([CH:29]=O)=[CH:27][CH:26]=2)[CH2:24][CH2:23][CH2:22][CH2:21]1. (6) Given the product [CH3:16][CH:17]([CH3:19])[CH:18]=[C:3]1[C:2](=[O:1])[C:11]2[C:6](=[CH:7][C:8]([C:12]([O:14][CH3:15])=[O:13])=[CH:9][CH:10]=2)[O:5][CH2:4]1, predict the reactants needed to synthesize it. The reactants are: [O:1]=[C:2]1[C:11]2[C:6](=[CH:7][C:8]([C:12]([O:14][CH3:15])=[O:13])=[CH:9][CH:10]=2)[O:5][CH2:4][CH2:3]1.[CH:16](=O)[CH:17]([CH3:19])[CH3:18]. (7) Given the product [Cl:1][C:2]1[CH:7]=[CH:6][C:5]([CH2:8][NH:9][C:25]([C@@H:13]2[CH2:12][C@@H:11]([OH:10])[CH2:15][N:14]2[C:16](=[O:24])[CH2:17][C:18]2[O:22][N:21]=[C:20]([CH3:23])[CH:19]=2)=[O:26])=[CH:4][CH:3]=1, predict the reactants needed to synthesize it. The reactants are: [Cl:1][C:2]1[CH:7]=[CH:6][C:5]([CH2:8][NH2:9])=[CH:4][CH:3]=1.[OH:10][C@H:11]1[CH2:15][N:14]([C:16](=[O:24])[CH2:17][C:18]2[O:22][N:21]=[C:20]([CH3:23])[CH:19]=2)[C@H:13]([C:25](O)=[O:26])[CH2:12]1.CCN(C(C)C)C(C)C.CN(C(ON1N=NC2C=CC=NC1=2)=[N+](C)C)C.F[P-](F)(F)(F)(F)F. (8) Given the product [OH:16][NH:15][C:13]([CH:8]1[CH2:7][CH2:6][C:5]2[C:10](=[CH:11][CH:12]=[C:3]([O:2][CH3:1])[CH:4]=2)[CH2:9]1)=[O:14], predict the reactants needed to synthesize it. The reactants are: [CH3:1][O:2][C:3]1[CH:4]=[C:5]2[C:10](=[CH:11][CH:12]=1)[CH2:9][CH:8]([C:13]([NH:15][O:16]C1CCCCO1)=[O:14])[CH2:7][CH2:6]2.O.C1(C)C=CC(S(O)(=O)=O)=CC=1.C(=O)([O-])[O-]. (9) Given the product [CH:29]1([C:27]2[N:28]=[C:22]([CH:11]3[CH2:10][CH:9]([C:6]4[CH:7]=[CH:8][C:3]([CH2:1][CH3:2])=[CH:4][CH:5]=4)[CH2:14][N:13]([C:15]([N:17]4[CH2:18][CH:19]([OH:21])[CH2:20]4)=[O:16])[CH2:12]3)[O:23][N:26]=2)[CH2:31][CH2:30]1, predict the reactants needed to synthesize it. The reactants are: [CH2:1]([C:3]1[CH:8]=[CH:7][C:6]([CH:9]2[CH2:14][N:13]([C:15]([N:17]3[CH2:20][CH:19]([OH:21])[CH2:18]3)=[O:16])[CH2:12][CH:11]([C:22](O)=[O:23])[CH2:10]2)=[CH:5][CH:4]=1)[CH3:2].O[N:26]=[C:27]([CH:29]1[CH2:31][CH2:30]1)[NH2:28].